This data is from Blood-brain barrier permeability classification from the B3DB database. The task is: Regression/Classification. Given a drug SMILES string, predict its absorption, distribution, metabolism, or excretion properties. Task type varies by dataset: regression for continuous measurements (e.g., permeability, clearance, half-life) or binary classification for categorical outcomes (e.g., BBB penetration, CYP inhibition). Dataset: b3db_classification. (1) The result is 1 (penetrates BBB). The drug is CC(=O)OCC(=O)C12N=C(C)OC1CC1C3CCC4=CC(=O)C=CC4(C)C3C(O)CC12C. (2) The molecule is O=P1(N(CCCl)CCCl)NCCCO1. The result is 0 (does not penetrate BBB). (3) The molecule is CN1Cc2c(N)cccc2[C@H](c2ccccc2)C1. The result is 1 (penetrates BBB). (4) The molecule is CC(NCCc1ccc(O)cc1)C(O)c1ccc(O)cc1. The result is 0 (does not penetrate BBB). (5) The drug is CN1CC[C@]23c4c5ccc(O)c4O[C@H]2[C@@](C)(O)CC[C@H]3[C@H]1C5. The result is 1 (penetrates BBB).